The task is: Predict the reactants needed to synthesize the given product.. This data is from Full USPTO retrosynthesis dataset with 1.9M reactions from patents (1976-2016). (1) Given the product [OH:16][CH2:15][CH2:14][O:12][C:7]1[CH:6]=[CH:5][C:4]2[C:9](=[CH:10][CH:11]=[C:2]([Br:1])[CH:3]=2)[CH:8]=1, predict the reactants needed to synthesize it. The reactants are: [Br:1][C:2]1[CH:3]=[C:4]2[C:9](=[CH:10][CH:11]=1)[CH:8]=[C:7]([OH:12])[CH:6]=[CH:5]2.Br[CH2:14][CH2:15][OH:16].[OH-].[K+]. (2) Given the product [N:21]([CH2:2][C:3]([N:5]1[CH2:10][CH2:9][O:8][CH:7]([C:11]([O:13][CH2:14][C:15]2[CH:20]=[CH:19][CH:18]=[CH:17][CH:16]=2)=[O:12])[CH2:6]1)=[O:4])=[N+:22]=[N-:23], predict the reactants needed to synthesize it. The reactants are: Cl[CH2:2][C:3]([N:5]1[CH2:10][CH2:9][O:8][CH:7]([C:11]([O:13][CH2:14][C:15]2[CH:20]=[CH:19][CH:18]=[CH:17][CH:16]=2)=[O:12])[CH2:6]1)=[O:4].[N-:21]=[N+:22]=[N-:23].[Na+]. (3) Given the product [CH3:1][N:2]([CH3:40])[CH:3]1[CH2:8][CH2:7][N:6]([C:9]2[N:14]3[CH:15]=[C:16]([CH2:18][NH:19][C@@H:20]4[C:29]5[N:28]=[CH:27][CH:26]=[CH:25][C:24]=5[CH2:23][CH2:22][CH2:21]4)[N:17]=[C:13]3[CH:12]=[CH:11][CH:10]=2)[CH2:5][CH2:4]1, predict the reactants needed to synthesize it. The reactants are: [CH3:1][N:2]([CH3:40])[CH:3]1[CH2:8][CH2:7][N:6]([C:9]2[N:14]3[CH:15]=[C:16]([CH2:18][N:19]([C@H](C4C=CC(OC)=CC=4)C)[C@@H:20]4[C:29]5[N:28]=[CH:27][CH:26]=[CH:25][C:24]=5[CH2:23][CH2:22][CH2:21]4)[N:17]=[C:13]3[CH:12]=[CH:11][CH:10]=2)[CH2:5][CH2:4]1.FC(F)(F)C(O)=O.